Dataset: NCI-60 drug combinations with 297,098 pairs across 59 cell lines. Task: Regression. Given two drug SMILES strings and cell line genomic features, predict the synergy score measuring deviation from expected non-interaction effect. (1) Drug 1: COC1=C(C=C2C(=C1)N=CN=C2NC3=CC(=C(C=C3)F)Cl)OCCCN4CCOCC4. Drug 2: CCC1=CC2CC(C3=C(CN(C2)C1)C4=CC=CC=C4N3)(C5=C(C=C6C(=C5)C78CCN9C7C(C=CC9)(C(C(C8N6C)(C(=O)OC)O)OC(=O)C)CC)OC)C(=O)OC.C(C(C(=O)O)O)(C(=O)O)O. Cell line: HS 578T. Synergy scores: CSS=66.9, Synergy_ZIP=5.14, Synergy_Bliss=7.19, Synergy_Loewe=-21.7, Synergy_HSA=9.35. (2) Drug 2: CC1C(C(CC(O1)OC2CC(OC(C2O)C)OC3=CC4=CC5=C(C(=O)C(C(C5)C(C(=O)C(C(C)O)O)OC)OC6CC(C(C(O6)C)O)OC7CC(C(C(O7)C)O)OC8CC(C(C(O8)C)O)(C)O)C(=C4C(=C3C)O)O)O)O. Drug 1: C1=CC=C(C=C1)NC(=O)CCCCCCC(=O)NO. Synergy scores: CSS=34.5, Synergy_ZIP=0.457, Synergy_Bliss=2.47, Synergy_Loewe=-0.290, Synergy_HSA=1.05. Cell line: HOP-62. (3) Drug 1: CC1C(C(CC(O1)OC2CC(CC3=C2C(=C4C(=C3O)C(=O)C5=C(C4=O)C(=CC=C5)OC)O)(C(=O)C)O)N)O.Cl. Drug 2: CN(CCCl)CCCl.Cl. Cell line: SNB-19. Synergy scores: CSS=2.16, Synergy_ZIP=-5.39, Synergy_Bliss=-3.75, Synergy_Loewe=-10.1, Synergy_HSA=-3.44.